Predict the product of the given reaction. From a dataset of Forward reaction prediction with 1.9M reactions from USPTO patents (1976-2016). (1) Given the reactants [Cl:1][C:2]1[CH:3]=[C:4]([NH:16][C:17]2[C:29]3[C:28]4[CH2:27][CH2:26][NH:25][CH2:24][C:23]=4[S:22][C:21]=3[N:20]=[CH:19][N:18]=2)[CH:5]=[CH:6][C:7]=1[O:8][CH2:9][C:10]1[CH:15]=[CH:14][CH:13]=[CH:12][N:11]=1.[O:30]1[CH2:35][CH2:34][CH2:33][CH2:32][CH:31]1[O:36][CH2:37][CH2:38][CH:39]=[CH:40][C:41](O)=[O:42].C(N(C(C)C)CC)(C)C, predict the reaction product. The product is: [Cl:1][C:2]1[CH:3]=[C:4]([NH:16][C:17]2[C:29]3[C:28]4[CH2:27][CH2:26][N:25]([C:41](=[O:42])[CH:40]=[CH:39][CH2:38][CH2:37][O:36][CH:31]5[CH2:32][CH2:33][CH2:34][CH2:35][O:30]5)[CH2:24][C:23]=4[S:22][C:21]=3[N:20]=[CH:19][N:18]=2)[CH:5]=[CH:6][C:7]=1[O:8][CH2:9][C:10]1[CH:15]=[CH:14][CH:13]=[CH:12][N:11]=1. (2) Given the reactants [F:1][C:2]1[C:7]([C:8]#[N:9])=[C:6]([N+:10]([O-])=O)[C:5]([O:13][CH3:14])=[CH:4][CH:3]=1.[Br:15]Br, predict the reaction product. The product is: [NH2:10][C:6]1[C:5]([O:13][CH3:14])=[CH:4][C:3]([Br:15])=[C:2]([F:1])[C:7]=1[C:8]#[N:9]. (3) Given the reactants [N:1]1[CH:6]=[CH:5][CH:4]=[CH:3][C:2]=1[C:7]1[NH:8][N:9]=[C:10]2[C:15]=1[CH:14]=[CH:13][CH:12]=[C:11]2[C:16]([F:19])([F:18])[F:17].[CH3:20][C:21]1[CH:26]=[CH:25][CH:24]=[CH:23][C:22]=1B(O)O.N1C=CC=CC=1, predict the reaction product. The product is: [CH3:20][C:21]1[CH:26]=[CH:25][CH:24]=[CH:23][C:22]=1[N:8]1[C:7]([C:2]2[CH:3]=[CH:4][CH:5]=[CH:6][N:1]=2)=[C:15]2[C:10]([C:11]([C:16]([F:19])([F:17])[F:18])=[CH:12][CH:13]=[CH:14]2)=[N:9]1. (4) Given the reactants [NH2:1][CH2:2][CH2:3][O:4][CH2:5][CH2:6][O:7][C:8]1[CH:13]=[CH:12][C:11]([NH:14][C:15]2[N:20]=[C:19]([C:21]3[CH:22]=[CH:23][C:24]([O:29][CH:30]4[CH2:35][CH2:34][O:33][CH2:32][CH2:31]4)=[C:25]([CH:28]=3)[C:26]#[N:27])[CH:18]=[CH:17][N:16]=2)=[CH:10][C:9]=1[O:36][CH3:37].CCN(CC)CC.[CH3:45][S:46](Cl)(=[O:48])=[O:47], predict the reaction product. The product is: [C:26]([C:25]1[CH:28]=[C:21]([C:19]2[CH:18]=[CH:17][N:16]=[C:15]([NH:14][C:11]3[CH:12]=[CH:13][C:8]([O:7][CH2:6][CH2:5][O:4][CH2:3][CH2:2][NH:1][S:46]([CH3:45])(=[O:48])=[O:47])=[C:9]([O:36][CH3:37])[CH:10]=3)[N:20]=2)[CH:22]=[CH:23][C:24]=1[O:29][CH:30]1[CH2:31][CH2:32][O:33][CH2:34][CH2:35]1)#[N:27]. (5) Given the reactants [C:1]([O:5][C:6]([N:8]([C@@H:16]1[C@@H:20]([C:21]2[CH:26]=[CH:25][CH:24]=[CH:23][CH:22]=2)[CH2:19][N:18]([S:27]([C:30]2[N:31]=[CH:32][N:33]([CH3:35])[CH:34]=2)(=[O:29])=[O:28])[CH2:17]1)[CH2:9][CH2:10][CH2:11][C:12](OC)=[O:13])=[O:7])([CH3:4])([CH3:3])[CH3:2].[H-].C([Al+]CC(C)C)C(C)C, predict the reaction product. The product is: [OH:13][CH2:12][CH2:11][CH2:10][CH2:9][N:8]([C@@H:16]1[C@@H:20]([C:21]2[CH:26]=[CH:25][CH:24]=[CH:23][CH:22]=2)[CH2:19][N:18]([S:27]([C:30]2[N:31]=[CH:32][N:33]([CH3:35])[CH:34]=2)(=[O:29])=[O:28])[CH2:17]1)[C:6](=[O:7])[O:5][C:1]([CH3:2])([CH3:3])[CH3:4]. (6) Given the reactants C[C:2]([S:7][C:8]1[S:12][C:11]([NH:13][C:14]([N:16]([C@H:27]2[CH2:32][CH2:31][C@H:30]([CH3:33])[CH2:29][CH2:28]2)[CH2:17][CH2:18][CH2:19][CH2:20][C:21]2[CH:26]=[CH:25][CH:24]=[CH:23][CH:22]=2)=[O:15])=[N:10][CH:9]=1)(C)[C:3]([OH:5])=[O:4].[CH2:34]1C2C(=CC=CC=2)CC1CCO.C(OC(=O)CSC1SC(N)=NC=1)C, predict the reaction product. The product is: [CH2:20]1[C:21]2[C:26](=[CH:25][CH:24]=[CH:23][CH:22]=2)[CH2:34][CH:19]1[CH2:18][CH2:17][N:16]([C@H:27]1[CH2:28][CH2:29][C@H:30]([CH3:33])[CH2:31][CH2:32]1)[C:14](=[O:15])[NH:13][C:11]1[S:12][C:8]([S:7][CH2:2][C:3]([OH:5])=[O:4])=[CH:9][N:10]=1. (7) The product is: [F:20][C:21]1[CH:22]=[CH:23][C:24]([C:25]([CH:27]2[CH2:28][CH2:29][N:30]([CH2:33][C:34]([N:7]([CH2:8][C:9]3[NH:10][C:11](=[O:19])[C:12]4[CH2:18][O:17][CH2:16][CH2:15][C:13]=4[N:14]=3)[CH2:6][C:2]3[S:1][CH:5]=[CH:4][CH:3]=3)=[O:35])[CH2:31][CH2:32]2)=[O:26])=[CH:37][CH:38]=1. Given the reactants [S:1]1[CH:5]=[CH:4][CH:3]=[C:2]1[CH2:6][NH:7][CH2:8][C:9]1[NH:10][C:11](=[O:19])[C:12]2[CH2:18][O:17][CH2:16][CH2:15][C:13]=2[N:14]=1.[F:20][C:21]1[CH:38]=[CH:37][C:24]([C:25]([CH:27]2[CH2:32][CH2:31][N:30]([CH2:33][C:34](O)=[O:35])[CH2:29][CH2:28]2)=[O:26])=[CH:23][CH:22]=1, predict the reaction product.